Dataset: Full USPTO retrosynthesis dataset with 1.9M reactions from patents (1976-2016). Task: Predict the reactants needed to synthesize the given product. (1) Given the product [Cl:1][C:2]1[C:3]([CH:12]([CH3:14])[CH3:13])=[C:4]2[C:7](=[C:8]([CH3:10])[CH:9]=1)[O:11][CH:23]([C:22]([F:21])([F:31])[F:30])[C:24]([C:25]([O:27][CH2:28][CH3:29])=[O:26])=[CH:5]2, predict the reactants needed to synthesize it. The reactants are: [Cl:1][C:2]1[C:3]([CH:12]([CH3:14])[CH3:13])=[C:4]([C:7]([OH:11])=[C:8]([CH3:10])[CH:9]=1)[CH:5]=O.C([O-])([O-])=O.[K+].[K+].[F:21][C:22]([F:31])([F:30])/[CH:23]=[CH:24]/[C:25]([O:27][CH2:28][CH3:29])=[O:26].Cl. (2) The reactants are: [CH2:1]([NH:3][S:4]([C:7]1[C:8]([F:17])=[CH:9][C:10]([F:16])=[C:11]([CH:15]=1)[C:12]([OH:14])=O)(=[O:6])=[O:5])[CH3:2].C(Cl)CCl.C1C=CC2N(O)N=NC=2C=1.[CH:32]1([C:37]2[S:41][C:40]([NH2:42])=[N:39][N:38]=2)[CH2:36][CH2:35][CH2:34][CH2:33]1. Given the product [CH:32]1([C:37]2[S:41][C:40]([NH:42][C:12](=[O:14])[C:11]3[CH:15]=[C:7]([S:4]([NH:3][CH2:1][CH3:2])(=[O:5])=[O:6])[C:8]([F:17])=[CH:9][C:10]=3[F:16])=[N:39][N:38]=2)[CH2:33][CH2:34][CH2:35][CH2:36]1, predict the reactants needed to synthesize it. (3) Given the product [Cl:20][C:3]1[C:2]([O:24][CH:22]([CH3:23])[CH3:21])=[N:13][C:12]([C:14]2[CH:15]=[N:16][N:17]([CH3:19])[CH:18]=2)=[CH:11][C:4]=1[C:5]([O:7][CH:8]([CH3:10])[CH3:9])=[O:6], predict the reactants needed to synthesize it. The reactants are: Cl[C:2]1[C:3]([Cl:20])=[C:4]([CH:11]=[C:12]([C:14]2[CH:15]=[N:16][N:17]([CH3:19])[CH:18]=2)[N:13]=1)[C:5]([O:7][CH:8]([CH3:10])[CH3:9])=[O:6].[CH3:21][C:22](C)([O-:24])[CH3:23].[K+]. (4) Given the product [C:27]1([C:32]2[CH:33]=[CH:34][CH:35]=[CH:36][CH:37]=2)[CH:28]=[CH:29][CH:30]=[CH:31][C:26]=1[NH:25][C:13]([CH:14]1[C:15]2[C:16](=[CH:20][CH:21]=[CH:22][CH:23]=2)[C:17](=[O:19])[N:12]([CH2:11][CH2:10][O:9][CH3:8])[CH:6]1[C:2]1[S:1][CH:5]=[CH:4][CH:3]=1)=[O:24], predict the reactants needed to synthesize it. The reactants are: [S:1]1[CH:5]=[CH:4][CH:3]=[C:2]1[CH:6]=O.[CH3:8][O:9][CH2:10][CH2:11][NH2:12].[C:13]1(=[O:24])[O:19][C:17](=O)[C:16]2=[CH:20][CH:21]=[CH:22][CH:23]=[C:15]2[CH2:14]1.[NH2:25][C:26]1[CH:31]=[CH:30][CH:29]=[CH:28][C:27]=1[C:32]1[CH:37]=[CH:36][CH:35]=[CH:34][CH:33]=1. (5) The reactants are: FC(F)(F)C(O)=O.[N:8]([C:11]1[CH:81]=[CH:80][CH:79]=[CH:78][C:12]=1[CH2:13][O:14][C:15]([NH:17][CH2:18][C@H:19]([S:75][S:76][CH3:77])[CH2:20][CH2:21][C@@H:22]([NH:67]C(OC(C)(C)C)=O)[C:23]([O:25][C@H:26]1[C@@H:30]([OH:31])[C@@H:29]([N:32]2[CH:40]=[N:39][C:38]3[C:33]2=[N:34][CH:35]=[N:36][C:37]=3[NH2:41])[O:28][C@H:27]1[CH2:42][O:43][P:44]([O:47][C@H:48]1[CH2:52][C@H:51]([N:53]2[CH:58]=[CH:57][C:56]([NH2:59])=[N:55][C:54]2=[O:60])[O:50][C@@H:49]1[CH2:61][O:62][P:63]([OH:66])([OH:65])=[O:64])([OH:46])=[O:45])=[O:24])=[O:16])=[N+:9]=[N-:10]. Given the product [NH2:67][C@H:22]([CH2:21][CH2:20][C@@H:19]([S:75][S:76][CH3:77])[CH2:18][NH:17][C:15]([O:14][CH2:13][C:12]1[CH:78]=[CH:79][CH:80]=[CH:81][C:11]=1[N:8]=[N+:9]=[N-:10])=[O:16])[C:23]([O:25][C@H:26]1[C@@H:30]([OH:31])[C@@H:29]([N:32]2[CH:40]=[N:39][C:38]3[C:33]2=[N:34][CH:35]=[N:36][C:37]=3[NH2:41])[O:28][C@H:27]1[CH2:42][O:43][P:44]([O:47][C@H:48]1[CH2:52][C@H:51]([N:53]2[CH:58]=[CH:57][C:56]([NH2:59])=[N:55][C:54]2=[O:60])[O:50][C@@H:49]1[CH2:61][O:62][P:63]([OH:66])([OH:65])=[O:64])([OH:46])=[O:45])=[O:24], predict the reactants needed to synthesize it. (6) Given the product [C:98]([NH:97][C@@H:74]([CH2:75][CH2:76][CH2:77][CH2:78][NH2:79])[C:73]([NH:72][C@@H:71]([CH:102]([CH3:103])[CH3:104])[C:70]([NH:69][C@@H:68]([CH2:106][CH2:107][CH2:108][NH:109][C:110]([NH2:112])=[O:111])[C:67]([NH:66][C:63]1[CH:64]=[CH:65][C:60]([CH2:59][O:58][C:56]([N:54]([CH3:55])[CH2:53][CH2:52][N:50]([CH3:51])[C:49]([O:48][C:45]2[CH:46]=[C:47]3[C:42]([C@H:41]([CH2:119][Cl:120])[CH2:40][N:39]3[C:37](=[O:38])[CH2:36][CH2:35][CH2:34][C:33]([N:30]3[C:31]4[C:27](=[C:26]5[C:124]([CH3:127])=[CH:125][S:126][C:25]5=[C:24]([O:23][C@@H:6]5[O:7][C@H:8]([C:19]([OH:21])=[O:20])[C@@H:9]([OH:15])[C@H:10]([OH:11])[C@H:5]5[OH:4])[CH:32]=4)[C@H:28]([CH2:122][Cl:123])[CH2:29]3)=[O:121])=[C:43]3[C:117]([CH3:118])=[CH:116][S:115][C:44]=23)=[O:114])=[O:57])=[CH:61][CH:62]=1)=[O:113])=[O:105])=[O:101])(=[O:100])[CH3:99], predict the reactants needed to synthesize it. The reactants are: C([O:4][C@@H:5]1[C@@H:10]([O:11]C(=O)C)[C@H:9]([O:15]C(=O)C)[C@@H:8]([C:19]([O:21]C)=[O:20])[O:7][C@H:6]1[O:23][C:24]1[CH:32]=[C:31]2[C:27]([C@H:28]([CH2:122][Cl:123])[CH2:29][N:30]2[C:33](=[O:121])[CH2:34][CH2:35][CH2:36][C:37]([N:39]2[C:47]3[C:42](=[C:43]4[C:117]([CH3:118])=[CH:116][S:115][C:44]4=[C:45]([O:48][C:49](=[O:114])[N:50]([CH2:52][CH2:53][N:54]([C:56]([O:58][CH2:59][C:60]4[CH:65]=[CH:64][C:63]([NH:66][C:67](=[O:113])[C@H:68]([CH2:106][CH2:107][CH2:108][NH:109][C:110]([NH2:112])=[O:111])[NH:69][C:70](=[O:105])[C@H:71]([CH:102]([CH3:104])[CH3:103])[NH:72][C:73](=[O:101])[C@@H:74]([NH:97][C:98](=[O:100])[CH3:99])[CH2:75][CH2:76][CH2:77][CH2:78][NH:79]C(=O)OCC5C6C=CC=CC=6C6C5=CC=CC=6)=[CH:62][CH:61]=4)=[O:57])[CH3:55])[CH3:51])[CH:46]=3)[C@H:41]([CH2:119][Cl:120])[CH2:40]2)=[O:38])=[C:26]2[C:124]([CH3:127])=[CH:125][S:126][C:25]=12)(=O)C.C1COCC1.CO.O[Li].O. (7) Given the product [CH2:1]([O:3][C:4](=[O:30])[CH:5]([C:6]1[N:7]([CH3:29])[C:8]2[C:13]([C:14]=1[S:15][C:16]([CH3:19])([CH3:18])[CH3:17])=[CH:12][C:11]([O:20][CH2:21][C:22]1[CH:27]=[CH:26][C:25]([CH3:28])=[CH:24][N:23]=1)=[CH:10][CH:9]=2)[CH2:33][C:34]1[CH:43]=[CH:42][C:41]2[C:36](=[CH:37][CH:38]=[CH:39][CH:40]=2)[N:35]=1)[CH3:2], predict the reactants needed to synthesize it. The reactants are: [CH2:1]([O:3][C:4](=[O:30])[CH2:5][C:6]1[N:7]([CH3:29])[C:8]2[C:13]([C:14]=1[S:15][C:16]([CH3:19])([CH3:18])[CH3:17])=[CH:12][C:11]([O:20][CH2:21][C:22]1[CH:27]=[CH:26][C:25]([CH3:28])=[CH:24][N:23]=1)=[CH:10][CH:9]=2)[CH3:2].Cl.Cl[CH2:33][C:34]1[CH:43]=[CH:42][C:41]2[C:36](=[CH:37][CH:38]=[CH:39][CH:40]=2)[N:35]=1.